This data is from Full USPTO retrosynthesis dataset with 1.9M reactions from patents (1976-2016). The task is: Predict the reactants needed to synthesize the given product. (1) Given the product [CH2:17]([O:16][C:14](=[O:15])[C:13]([OH:19])=[CH:10][C:9]([C:5]1[CH:6]=[CH:7][CH:8]=[C:3]([N:2]([CH3:1])[CH3:12])[CH:4]=1)=[O:11])[CH3:18], predict the reactants needed to synthesize it. The reactants are: [CH3:1][N:2]([CH3:12])[C:3]1[CH:4]=[C:5]([C:9](=[O:11])[CH3:10])[CH:6]=[CH:7][CH:8]=1.[C:13](OCC)(=[O:19])[C:14]([O:16][CH2:17][CH3:18])=[O:15]. (2) Given the product [F:1][C:2]1[CH:3]=[C:4]([CH:22]=[CH:23][C:24]=1[C:25]([F:27])([F:26])[F:28])[CH2:5][C@H:6]1[CH2:11][C@H:10]([C:12]2[O:16][NH:15][C:14](=[O:17])[CH:13]=2)[CH2:9][CH2:8][NH:7]1, predict the reactants needed to synthesize it. The reactants are: [F:1][C:2]1[CH:3]=[C:4]([CH:22]=[CH:23][C:24]=1[C:25]([F:28])([F:27])[F:26])[CH2:5][C@H:6]1[CH2:11][C@H:10]([C:12]2[O:16][NH:15][C:14](=[O:17])[CH:13]=2)[CH2:9][CH2:8][N:7]1C(OC)=O.Br. (3) Given the product [CH2:1]([O:3][C:4]1([C:7]2[CH:12]=[CH:11][C:10]([C:13]#[CH:14])=[CH:9][C:8]=2[C:19]([CH3:20])([CH3:22])[CH3:21])[CH2:6][CH2:5]1)[CH3:2], predict the reactants needed to synthesize it. The reactants are: [CH2:1]([O:3][C:4]1([C:7]2[CH:12]=[CH:11][C:10]([C:13]#[C:14][Si](C)(C)C)=[CH:9][C:8]=2[C:19]([CH3:22])([CH3:21])[CH3:20])[CH2:6][CH2:5]1)[CH3:2].C(=O)([O-])[O-].[K+].[K+]. (4) Given the product [C:11]([NH:10][C@H:8]1[CH2:7][N:6]([C:19](=[O:29])[CH2:20][NH:21][C:22]([O:24][C:25]([CH3:28])([CH3:26])[CH3:27])=[O:23])[C@H:5]([C:3]([OH:4])=[O:2])[CH2:9]1)(=[O:18])[C:12]1[CH:13]=[CH:14][CH:15]=[CH:16][CH:17]=1, predict the reactants needed to synthesize it. The reactants are: C[O:2][C:3]([C@@H:5]1[CH2:9][C@@H:8]([NH:10][C:11](=[O:18])[C:12]2[CH:17]=[CH:16][CH:15]=[CH:14][CH:13]=2)[CH2:7][N:6]1[C:19](=[O:29])[CH2:20][NH:21][C:22]([O:24][C:25]([CH3:28])([CH3:27])[CH3:26])=[O:23])=[O:4].[OH-].[Na+].Cl. (5) The reactants are: [NH:1]1[CH2:6][CH:5]=[C:4]([C:7]2[N:8]=[C:9]([C:14]3[N:22]=[C:17]4[CH:18]=[CH:19][CH:20]=[CH:21][N:16]4[N:15]=3)[C:10]([NH2:13])=[N:11][CH:12]=2)[CH2:3][CH2:2]1.C(N(CC)CC)C.[CH2:30]([S:32](Cl)(=[O:34])=[O:33])[CH3:31]. Given the product [N:22]1[C:14]([C:9]2[C:10]([NH2:13])=[N:11][CH:12]=[C:7]([C:4]3[CH2:3][CH2:2][N:1]([S:32]([CH2:30][CH3:31])(=[O:34])=[O:33])[CH2:6][CH:5]=3)[N:8]=2)=[N:15][N:16]2[CH:21]=[CH:20][CH:19]=[CH:18][C:17]=12, predict the reactants needed to synthesize it. (6) Given the product [OH:4][C:5]1[C:13]([CH2:14][O:15][CH3:16])=[CH:12][C:11]([I:19])=[C:10]2[C:6]=1[CH2:7][NH:8][C:9]2=[O:20], predict the reactants needed to synthesize it. The reactants are: COC[O:4][C:5]1[C:13]([CH:14](OC)[O:15][CH3:16])=[CH:12][C:11]([I:19])=[C:10]2[C:6]=1[CH:7](O)[N:8](C(C)(C1C=CC=CC=1)C)[C:9]2=[O:20].FC(F)(F)C(O)=O.C([SiH](CC)CC)C. (7) Given the product [NH2:17][C:18]1[CH:23]=[CH:22][C:21]([O:24][C:2]2[C:7]([NH:8][CH3:9])=[C:6]([I:10])[N:5]=[CH:4][N:3]=2)=[CH:20][C:19]=1[Cl:25], predict the reactants needed to synthesize it. The reactants are: I[C:2]1[C:7]([NH:8][CH3:9])=[C:6]([I:10])[N:5]=[CH:4][N:3]=1.C(=O)([O-])[O-].[K+].[K+].[NH2:17][C:18]1[CH:23]=[CH:22][C:21]([OH:24])=[CH:20][C:19]=1[Cl:25].O. (8) Given the product [CH3:1][C:2]1[CH:3]=[C:4]2[C:9](=[CH:10][C:11]=1[N+:20]([O-:22])=[O:21])[C:8](=[O:12])[N:7]([C:13]1[CH:14]=[N:15][CH:16]=[CH:17][C:18]=1[CH3:19])[CH2:6][CH2:5]2, predict the reactants needed to synthesize it. The reactants are: [CH3:1][C:2]1[CH:3]=[C:4]2[C:9](=[CH:10][CH:11]=1)[C:8](=[O:12])[N:7]([C:13]1[CH:14]=[N:15][CH:16]=[CH:17][C:18]=1[CH3:19])[CH2:6][CH2:5]2.[N+:20]([O-])([O-:22])=[O:21].[K+]. (9) Given the product [CH3:1][O:2][C:3]1[CH:4]=[CH:5][C:6]([CH2:9][C:10]([N:12]([CH2:19][C:20]2[CH:21]=[CH:22][C:23]([Cl:26])=[CH:24][CH:25]=2)[CH:13]2[CH2:18][CH2:17][N:16]([CH:27]([CH3:29])[CH3:28])[CH2:15][CH2:14]2)=[O:11])=[CH:7][CH:8]=1, predict the reactants needed to synthesize it. The reactants are: [CH3:1][O:2][C:3]1[CH:8]=[CH:7][C:6]([CH2:9][C:10]([N:12]([CH2:19][C:20]2[CH:25]=[CH:24][C:23]([Cl:26])=[CH:22][CH:21]=2)[CH:13]2[CH2:18][CH2:17][NH:16][CH2:15][CH2:14]2)=[O:11])=[CH:5][CH:4]=1.[CH:27](Br)([CH3:29])[CH3:28].C(=O)([O-])O.[Na+].Cl.